Dataset: Catalyst prediction with 721,799 reactions and 888 catalyst types from USPTO. Task: Predict which catalyst facilitates the given reaction. (1) Reactant: C([O:3][C:4](=[O:27])[CH2:5][N:6]1[CH:10]=[CH:9][C:8]([C:11]2[CH:16]=[CH:15][C:14]([C:17]3[CH:22]=[CH:21][C:20]([O:23][CH3:24])=[C:19]([CH2:25][CH3:26])[CH:18]=3)=[CH:13][CH:12]=2)=[N:7]1)C.[OH-].[Na+]. Product: [CH2:25]([C:19]1[CH:18]=[C:17]([C:14]2[CH:13]=[CH:12][C:11]([C:8]3[CH:9]=[CH:10][N:6]([CH2:5][C:4]([OH:27])=[O:3])[N:7]=3)=[CH:16][CH:15]=2)[CH:22]=[CH:21][C:20]=1[O:23][CH3:24])[CH3:26]. The catalyst class is: 301. (2) Reactant: [CH2:1]([C:3]1[S:7][C:6]([C:8]([C:10]2[CH:15]=[C:14]([Br:16])[CH:13]=[CH:12][C:11]=2[Cl:17])=O)=[CH:5][CH:4]=1)[CH3:2].C([SiH](CC)CC)C.C(=O)([O-])O.[Na+]. Product: [Br:16][C:14]1[CH:13]=[CH:12][C:11]([Cl:17])=[C:10]([CH2:8][C:6]2[S:7][C:3]([CH2:1][CH3:2])=[CH:4][CH:5]=2)[CH:15]=1. The catalyst class is: 4. (3) Reactant: [NH2:1][C:2]1[CH:3]=[C:4]2[C:8](=[CH:9][CH:10]=1)[N:7]([CH2:11][C:12]([C:20]1[CH:25]=[CH:24][C:23]([F:26])=[CH:22][C:21]=1[F:27])([OH:19])[CH2:13][N:14]1[CH:18]=[N:17][CH:16]=[N:15]1)[N:6]=[CH:5]2.C(N(CC)C(C)C)(C)C.[CH2:37](Cl)[C:38]1[CH:43]=[CH:42][CH:41]=[CH:40][CH:39]=1. Product: [CH2:37]([NH:1][C:2]1[CH:3]=[C:4]2[C:8](=[CH:9][CH:10]=1)[N:7]([CH2:11][C:12]([C:20]1[CH:25]=[CH:24][C:23]([F:26])=[CH:22][C:21]=1[F:27])([OH:19])[CH2:13][N:14]1[CH:18]=[N:17][CH:16]=[N:15]1)[N:6]=[CH:5]2)[C:38]1[CH:43]=[CH:42][CH:41]=[CH:40][CH:39]=1. The catalyst class is: 10.